Dataset: Catalyst prediction with 721,799 reactions and 888 catalyst types from USPTO. Task: Predict which catalyst facilitates the given reaction. (1) Reactant: C[N:2]([CH:4]=O)[CH3:3].O=P(Cl)(Cl)[Cl:8].[F:11][CH:12]([F:20])[C:13]1[CH:17]=[C:16]([OH:18])N(C)[N:14]=1.C(=O)([O-])[O-].[K+].[K+]. Product: [Cl:8][C:4]1[N:2]([CH3:3])[N:14]=[C:13]([CH:12]([F:20])[F:11])[C:17]=1[CH:16]=[O:18]. The catalyst class is: 46. (2) Reactant: [F:1][C:2]1[CH:3]=[C:4]([C:13]2[C:18]([Cl:19])=[CH:17][CH:16]=[CH:15][C:14]=2[Cl:20])[C:5]2[O:9][CH:8]([CH2:10][NH2:11])[S:7][C:6]=2[CH:12]=1.[CH3:21][C:22]([O:25][C:26](O[C:26]([O:25][C:22]([CH3:24])([CH3:23])[CH3:21])=[O:27])=[O:27])([CH3:24])[CH3:23]. Product: [C:22]([O:25][C:26](=[O:27])[NH:11][CH2:10][CH:8]1[S:7][C:6]2[CH:12]=[C:2]([F:1])[CH:3]=[C:4]([C:13]3[C:14]([Cl:20])=[CH:15][CH:16]=[CH:17][C:18]=3[Cl:19])[C:5]=2[O:9]1)([CH3:24])([CH3:23])[CH3:21]. The catalyst class is: 2. (3) Reactant: C(O[CH:5]([C:14]1[C:15]([O:21]CC2C=CC=CC=2)=[N:16][C:17]([CH3:20])=[CH:18][CH:19]=1)[C:6]1[CH:11]=[CH:10][C:9]([CH2:12][CH3:13])=[CH:8][CH:7]=1)(=O)C.C(Cl)Cl. Product: [CH2:12]([C:9]1[CH:10]=[CH:11][C:6]([CH2:5][C:14]2[C:15]([OH:21])=[N:16][C:17]([CH3:20])=[CH:18][CH:19]=2)=[CH:7][CH:8]=1)[CH3:13]. The catalyst class is: 541. (4) Reactant: [CH:1]1([NH:7][C:8]2[C:13]([C:14]([O:16]CC)=[O:15])=[CH:12][N:11]=[C:10]3[NH:19][CH:20]=[CH:21][C:9]=23)[CH2:6][CH2:5][CH2:4][CH2:3][CH2:2]1.[OH-].[Na+].Cl. Product: [CH:1]1([NH:7][C:8]2[C:13]([C:14]([OH:16])=[O:15])=[CH:12][N:11]=[C:10]3[NH:19][CH:20]=[CH:21][C:9]=23)[CH2:2][CH2:3][CH2:4][CH2:5][CH2:6]1. The catalyst class is: 8. (5) Reactant: [F:1][C:2]1[CH:7]=[CH:6][C:5]([C:8]2[N:12]=[N:11][N:10]([CH3:13])[C:9]=2[C:14]2[N:15]=[CH:16][N:17]([C:19]3[CH:27]=[CH:26][C:22]([C:23](O)=[O:24])=[CH:21][CH:20]=3)[CH:18]=2)=[CH:4][CH:3]=1.[CH3:28][C:29]1([NH2:33])[CH2:32][O:31][CH2:30]1. Product: [F:1][C:2]1[CH:7]=[CH:6][C:5]([C:8]2[N:12]=[N:11][N:10]([CH3:13])[C:9]=2[C:14]2[N:15]=[CH:16][N:17]([C:19]3[CH:27]=[CH:26][C:22]([C:23]([NH:33][C:29]4([CH3:28])[CH2:32][O:31][CH2:30]4)=[O:24])=[CH:21][CH:20]=3)[CH:18]=2)=[CH:4][CH:3]=1. The catalyst class is: 13. (6) Reactant: [N:1]([CH2:4][CH:5]1[CH2:8][CH:7]([C:9]([O:11]CC2C=CC=CC=2)=[O:10])[CH2:6]1)=[N+]=[N-]. Product: [NH2:1][CH2:4][CH:5]1[CH2:8][CH:7]([C:9]([OH:11])=[O:10])[CH2:6]1. The catalyst class is: 43. (7) Reactant: [C:1]1([C:20]2[CH:25]=[CH:24][CH:23]=[CH:22][CH:21]=2)[CH:6]=[CH:5][C:4]([CH2:7][C:8]([NH:10][C@@H:11]([C:13]2[CH:18]=[CH:17][C:16]([OH:19])=[CH:15][N:14]=2)[CH3:12])=[O:9])=[CH:3][CH:2]=1.Br[CH2:27][CH2:28][CH3:29].C(=O)([O-])[O-].[K+].[K+]. Product: [C:1]1([C:20]2[CH:25]=[CH:24][CH:23]=[CH:22][CH:21]=2)[CH:2]=[CH:3][C:4]([CH2:7][C:8]([NH:10][C@@H:11]([C:13]2[CH:18]=[CH:17][C:16]([O:19][CH2:27][CH2:28][CH3:29])=[CH:15][N:14]=2)[CH3:12])=[O:9])=[CH:5][CH:6]=1. The catalyst class is: 3.